From a dataset of Reaction yield outcomes from USPTO patents with 853,638 reactions. Predict the reaction yield, written as a fraction of the theoretical maximum amount of product (1.0 means a 100% yield; for example, 0.34 means a 34% yield). (1) The reactants are C1(P(C2C=CC=CC=2)C2C=CC=CC=2)C=CC=CC=1.[Cl:20][C:21]1[CH:22]=[C:23]([CH:40]=[C:41]([C:45]([F:48])([F:47])[F:46])[C:42]=1[CH2:43]O)[C:24]([NH:26][CH2:27][C:28]1[CH:33]=[C:32]([Cl:34])[CH:31]=[CH:30][C:29]=1[S:35]([CH2:38][CH3:39])(=[O:37])=[O:36])=[O:25].C(Br)(Br)(Br)[Br:50]. The catalyst is C1COCC1. The product is [Br:50][CH2:43][C:42]1[C:41]([C:45]([F:48])([F:47])[F:46])=[CH:40][C:23]([C:24]([NH:26][CH2:27][C:28]2[CH:33]=[C:32]([Cl:34])[CH:31]=[CH:30][C:29]=2[S:35]([CH2:38][CH3:39])(=[O:37])=[O:36])=[O:25])=[CH:22][C:21]=1[Cl:20]. The yield is 0.810. (2) The reactants are C([O-])([O-])=O.[K+].[K+].Br[C:8]1[CH:15]=[CH:14][C:11]([C:12]#[N:13])=[CH:10][CH:9]=1.[F:16][C:17]1[CH:18]=[C:19]([OH:23])[CH:20]=[CH:21][CH:22]=1. The catalyst is CN(C=O)C. The product is [F:16][C:17]1[CH:18]=[C:19]([CH:20]=[CH:21][CH:22]=1)[O:23][C:8]1[CH:15]=[CH:14][C:11]([C:12]#[N:13])=[CH:10][CH:9]=1. The yield is 0.560. (3) The reactants are [OH:1][CH:2]1[CH2:7][CH:6]([CH3:8])[N:5]([C:9]([O:11][C:12]([CH3:15])([CH3:14])[CH3:13])=[O:10])[CH2:4][CH:3]1[C:16]([O:18][CH3:19])=[O:17].CC(OI1(OC(C)=O)(OC(C)=O)OC(=O)C2C=CC=CC1=2)=O.C(OCC)(=O)C. The catalyst is C(Cl)Cl. The product is [CH3:8][CH:6]1[N:5]([C:9]([O:11][C:12]([CH3:15])([CH3:14])[CH3:13])=[O:10])[CH2:4][CH:3]([C:16]([O:18][CH3:19])=[O:17])[C:2](=[O:1])[CH2:7]1. The yield is 0.671. (4) The reactants are [CH3:1][O:2][C:3]1[CH:4]=[CH:5][C:6]([C@H:9]2[CH2:11][C@@H:10]2[CH2:12][O:13][C:14]2[C:19]([C:20]3[CH:27]=[CH:26][C:23]([C:24]#[N:25])=[CH:22][CH:21]=3)=[CH:18][N:17]=[C:16]([CH3:28])[N:15]=2)=[N:7][CH:8]=1.Cl.[OH:30][NH2:31].C(=O)([O-])[O-].[K+].[K+]. The catalyst is C(O)C. The product is [OH:30]/[N:31]=[C:24](\[NH2:25])/[C:23]1[CH:22]=[CH:21][C:20]([C:19]2[C:14]([O:13][CH2:12][C@H:10]3[CH2:11][C@@H:9]3[C:6]3[CH:5]=[CH:4][C:3]([O:2][CH3:1])=[CH:8][N:7]=3)=[N:15][C:16]([CH3:28])=[N:17][CH:18]=2)=[CH:27][CH:26]=1. The yield is 0.800. (5) The reactants are [O:1]=[C:2]1[C@@:10]2([CH2:12][C@H:11]2[C:13]2[CH:21]=[C:20]3[C:16]([C:17]([C:22]#N)=[N:18][NH:19]3)=[CH:15][CH:14]=2)[C:9]2[C:4](=[CH:5][CH:6]=[CH:7][CH:8]=2)[NH:3]1.[PH2]([O-])=[O:25].[Na+]. The catalyst is N1C=CC=CC=1.O.[Ni]. The product is [O:1]=[C:2]1[C@@:10]2([CH2:12][C@H:11]2[C:13]2[CH:21]=[C:20]3[C:16]([C:17]([CH:22]=[O:25])=[N:18][NH:19]3)=[CH:15][CH:14]=2)[C:9]2[C:4](=[CH:5][CH:6]=[CH:7][CH:8]=2)[NH:3]1. The yield is 0.300. (6) The reactants are [Cl:1][C:2]1[CH:3]=[C:4]([C:8]#[C:9][C:10]2[NH:11][O:12][CH:13]3[NH:17][CH2:16][CH2:15][C:14]=23)[CH:5]=[CH:6][CH:7]=1.C(N(CC)CC)C.[CH3:25][C:26]1[O:30][C:29]([C:31](Cl)=[O:32])=[CH:28][CH:27]=1.O. The catalyst is C(Cl)Cl. The product is [Cl:1][C:2]1[CH:3]=[C:4]([C:8]#[C:9][C:10]2[CH:14]3[CH2:15][CH2:16][N:17]([C:31]([C:29]4[O:30][C:26]([CH3:25])=[CH:27][CH:28]=4)=[O:32])[CH:13]3[O:12][N:11]=2)[CH:5]=[CH:6][CH:7]=1. The yield is 0.800. (7) The reactants are [Cl:1][C:2]1[CH:7]=[CH:6][C:5]([C:8]2[S:32][C:11]3[C:12](=[O:31])[N:13]([C:16]4[CH:21]=[CH:20][C:19]([O:22][C@@H:23]5[CH2:28][CH2:27][CH2:26][NH:25][CH2:24]5)=[C:18]([O:29][CH3:30])[CH:17]=4)[CH:14]=[CH:15][C:10]=3[CH:9]=2)=[CH:4][CH:3]=1.C=O.[C:35](O)(=O)C.C([BH3-])#N.[Na+]. The catalyst is CO. The product is [Cl:1][C:2]1[CH:7]=[CH:6][C:5]([C:8]2[S:32][C:11]3[C:12](=[O:31])[N:13]([C:16]4[CH:21]=[CH:20][C:19]([O:22][C@@H:23]5[CH2:28][CH2:27][CH2:26][N:25]([CH3:35])[CH2:24]5)=[C:18]([O:29][CH3:30])[CH:17]=4)[CH:14]=[CH:15][C:10]=3[CH:9]=2)=[CH:4][CH:3]=1. The yield is 0.340.